Dataset: Full USPTO retrosynthesis dataset with 1.9M reactions from patents (1976-2016). Task: Predict the reactants needed to synthesize the given product. (1) Given the product [CH:13]([O:16][C:17]([N:19]1[C:28]2[C:23](=[CH:24][C:25]([C:29]([F:31])([F:32])[F:30])=[CH:26][CH:27]=2)[C@H:22]([N:33]([CH2:36][C:37]2[CH:38]=[C:39]([C:47]([F:49])([F:48])[F:50])[CH:40]=[C:41]([C:43]([F:46])([F:44])[F:45])[CH:42]=2)[C:34]2[NH:35][N:3]=[N:2][N:1]=2)[CH2:21][C@@H:20]1[CH:51]1[CH2:52][CH2:53]1)=[O:18])([CH3:15])[CH3:14], predict the reactants needed to synthesize it. The reactants are: [N-:1]=[N+:2]=[N-:3].[Na+].Cl.C(N(CC)CC)C.[CH:13]([O:16][C:17]([N:19]1[C:28]2[C:23](=[CH:24][C:25]([C:29]([F:32])([F:31])[F:30])=[CH:26][CH:27]=2)[C@H:22]([N:33]([CH2:36][C:37]2[CH:42]=[C:41]([C:43]([F:46])([F:45])[F:44])[CH:40]=[C:39]([C:47]([F:50])([F:49])[F:48])[CH:38]=2)[C:34]#[N:35])[CH2:21][C@@H:20]1[CH:51]1[CH2:53][CH2:52]1)=[O:18])([CH3:15])[CH3:14].Cl. (2) Given the product [NH2:32][C:33](=[N:67][C:68](=[O:75])[C:69]1[CH:70]=[CH:71][CH:72]=[CH:73][CH:74]=1)[C:34]1[CH:39]=[CH:38][C:37]([NH:40][CH:41]([C:42]2[NH:46][C:45](=[O:47])[N:44]([C:48]3[N:49]=[CH:50][CH:51]=[CH:52][N:53]=3)[N:43]=2)[C:54]2[C:55]([F:66])=[C:56]([CH:57]=[C:58]([O:60][CH3:61])[CH:59]=2)[O:62][CH2:63][CH2:64][O:15][C:14](=[O:16])[C:11]2[CH:12]=[CH:13][N:8]=[CH:9][CH:10]=2)=[CH:36][CH:35]=1, predict the reactants needed to synthesize it. The reactants are: C(N(CC)CC)C.[N:8]1[CH:13]=[CH:12][C:11]([C:14]([OH:16])=[O:15])=[CH:10][CH:9]=1.CN(C(F)=[N+](C)C)C.F[P-](F)(F)(F)(F)F.[NH2:32][C:33](=[N:67][C:68](=[O:75])[C:69]1[CH:74]=[CH:73][CH:72]=[CH:71][CH:70]=1)[C:34]1[CH:39]=[CH:38][C:37]([NH:40][CH:41]([C:54]2[CH:59]=[C:58]([O:60][CH3:61])[CH:57]=[C:56]([O:62][CH2:63][CH2:64]O)[C:55]=2[F:66])[C:42]2[NH:46][C:45](=[O:47])[N:44]([C:48]3[N:53]=[CH:52][CH:51]=[CH:50][N:49]=3)[N:43]=2)=[CH:36][CH:35]=1.